From a dataset of Forward reaction prediction with 1.9M reactions from USPTO patents (1976-2016). Predict the product of the given reaction. (1) The product is: [Br:1][C:2]1[CH:11]=[C:10]2[C:5]([C:6]([OH:17])=[C:7]([C:12]([OH:14])=[O:13])[CH:8]=[N:9]2)=[N:4][CH:3]=1. Given the reactants [Br:1][C:2]1[CH:11]=[C:10]2[C:5]([C:6](=[O:17])[C:7]([C:12]([O:14]CC)=[O:13])=[CH:8][NH:9]2)=[N:4][CH:3]=1.[OH-].[Na+].C, predict the reaction product. (2) Given the reactants Cl[C:2]1[N:7]2[N:8]=[CH:9][CH:10]=[C:6]2[N:5]=[C:4]([C:11]2[CH:16]=[CH:15][C:14]([Cl:17])=[CH:13][CH:12]=2)[CH:3]=1.[Cl-].[CH:19]1([Zn+])[CH2:21][CH2:20]1.C1COCC1.C1([Mg]Br)CC1.C1COCC1.[NH4+].[Cl-], predict the reaction product. The product is: [Cl:17][C:14]1[CH:15]=[CH:16][C:11]([C:4]2[CH:3]=[C:2]([CH:19]3[CH2:21][CH2:20]3)[N:7]3[N:8]=[CH:9][CH:10]=[C:6]3[N:5]=2)=[CH:12][CH:13]=1. (3) Given the reactants O.S([O-])(OCCCCCCCCCCCC)(=O)=O.[Na+].[CH2:20]=[C:21]1[CH2:26][CH2:25][O:24][C:22]1=[O:23].[C:27]([OH:31])(=[O:30])[CH:28]=[CH2:29].S(OOS([O-])(=O)=O)([O-])(=O)=O.[Na+].[Na+].[OH-].[Na+], predict the reaction product. The product is: [CH2:20]=[C:21]1[CH2:26][CH2:25][O:24][C:22]1=[O:23].[C:27]([OH:31])(=[O:30])[CH:28]=[CH2:29].